From a dataset of Catalyst prediction with 721,799 reactions and 888 catalyst types from USPTO. Predict which catalyst facilitates the given reaction. (1) Reactant: C(O[C:6]([NH:8][C@H:9]([CH:33]1[CH2:41][C:40]2[C:35](=[CH:36][CH:37]=[CH:38][CH:39]=2)[CH2:34]1)[C:10]([N:12]([C@H:22]([C:26]1[CH:31]=[CH:30][C:29]([F:32])=[CH:28][CH:27]=1)[C:23](O)=[O:24])[C@@H:13](C(OC)=O)[CH2:14][CH:15]([CH3:17])[CH3:16])=[O:11])=[O:7])(C)(C)C.C(N(C(C)C)CC)(C)C.[F:51][C:52]([F:56])([F:55])[CH2:53][NH2:54]. The catalyst class is: 9. Product: [CH2:41]1[C:40]2[C:35](=[CH:36][CH:37]=[CH:38][CH:39]=2)[CH2:34][CH:33]1[C@H:9]1[NH:8][C:6](=[O:7])[C@@H:13]([CH2:14][CH:15]([CH3:17])[CH3:16])[N:12]([C@H:22]([C:26]2[CH:27]=[CH:28][C:29]([F:32])=[CH:30][CH:31]=2)[C:23]([NH:54][CH2:53][C:52]([F:56])([F:55])[F:51])=[O:24])[C:10]1=[O:11]. (2) Reactant: F[C:2]1[CH:9]=[CH:8][CH:7]=[C:6]([F:10])[C:3]=1[C:4]#[N:5].[CH3:11][C:12]1[C:20]2[C:15](=[CH:16][C:17]([N+:21]([O-:23])=[O:22])=[CH:18][CH:19]=2)[NH:14][N:13]=1.C(=O)([O-])[O-].[K+].[K+]. The catalyst class is: 3. Product: [C:4]([C:3]1[C:6]([F:10])=[CH:7][CH:8]=[CH:9][C:2]=1[N:14]1[C:15]2[C:20](=[CH:19][CH:18]=[C:17]([N+:21]([O-:23])=[O:22])[CH:16]=2)[C:12]([CH3:11])=[N:13]1)#[N:5]. (3) Reactant: [N:1]([CH:4]1[CH:8]([C:9](=[O:12])[NH:10][CH3:11])[O:7][CH:6]([N:13]2[CH:21]=[N:20][C:19]3[C:14]2=[N:15][CH:16]=[N:17][C:18]=3[Cl:22])[CH:5]1[O:23]C(=O)C)=[N+:2]=[N-:3].C(N(CC)CC)C. Product: [CH3:11][NH:10][C:9]([C@@H:8]1[C@@H:4]([N:1]=[N+:2]=[N-:3])[C@@H:5]([OH:23])[C@H:6]([N:13]2[CH:21]=[N:20][C:19]3[C:14]2=[N:15][CH:16]=[N:17][C:18]=3[Cl:22])[O:7]1)=[O:12]. The catalyst class is: 5.